This data is from Forward reaction prediction with 1.9M reactions from USPTO patents (1976-2016). The task is: Predict the product of the given reaction. (1) Given the reactants N([O-])=O.[Na+].N[C:6]1[CH:13]=[C:12]([CH3:14])[C:11]([CH3:15])=[CH:10][C:7]=1[C:8]#[N:9].[I-:16].[K+], predict the reaction product. The product is: [I:16][C:6]1[CH:13]=[C:12]([CH3:14])[C:11]([CH3:15])=[CH:10][C:7]=1[C:8]#[N:9]. (2) The product is: [Cl:10][C:7]1[N:6]=[N:5][C:4]([NH:3][C:12]2[C:17]([N+:18]([O-:20])=[O:19])=[CH:16][CH:15]=[CH:14][C:13]=2[CH3:21])=[CH:9][CH:8]=1. Given the reactants [H-].[Na+].[NH2:3][C:4]1[N:5]=[N:6][C:7]([Cl:10])=[CH:8][CH:9]=1.F[C:12]1[C:17]([N+:18]([O-:20])=[O:19])=[CH:16][CH:15]=[CH:14][C:13]=1[CH3:21], predict the reaction product. (3) Given the reactants C(O)(C(F)(F)F)=O.[C:8]([C:10]1[CH:11]=[C:12]([NH:27][C:28]2[N:33]=[C:32]([O:34][C:35]3[C:44]4[C:39](=[CH:40][CH:41]=[CH:42][CH:43]=4)[C:38]([NH:45]C(=O)OC(C)(C)C)=[CH:37][CH:36]=3)[CH:31]=[CH:30][N:29]=2)[CH:13]=[C:14]([C:16](=[O:26])[NH:17][CH2:18][CH2:19][N:20]2[CH2:25][CH2:24][O:23][CH2:22][CH2:21]2)[CH:15]=1)#[CH:9].O.C(=O)([O-])[O-].[K+].[K+], predict the reaction product. The product is: [NH2:45][C:38]1[C:39]2[C:44](=[CH:43][CH:42]=[CH:41][CH:40]=2)[C:35]([O:34][C:32]2[CH:31]=[CH:30][N:29]=[C:28]([NH:27][C:12]3[CH:13]=[C:14]([CH:15]=[C:10]([C:8]#[CH:9])[CH:11]=3)[C:16]([NH:17][CH2:18][CH2:19][N:20]3[CH2:25][CH2:24][O:23][CH2:22][CH2:21]3)=[O:26])[N:33]=2)=[CH:36][CH:37]=1. (4) The product is: [C:23]([NH:27][S:19]([C:15]1[S:16][C:17]([CH3:18])=[C:13]([C:11]([NH:10][C:4]2[CH:5]=[C:6]([F:9])[C:7]([F:8])=[C:2]([Cl:1])[CH:3]=2)=[O:12])[CH:14]=1)(=[O:21])=[O:20])([CH3:26])([CH3:25])[CH3:24]. Given the reactants [Cl:1][C:2]1[CH:3]=[C:4]([NH:10][C:11]([C:13]2[CH:14]=[C:15]([S:19](Cl)(=[O:21])=[O:20])[S:16][C:17]=2[CH3:18])=[O:12])[CH:5]=[C:6]([F:9])[C:7]=1[F:8].[C:23]([NH2:27])([CH3:26])([CH3:25])[CH3:24], predict the reaction product.